From a dataset of Peptide-MHC class I binding affinity with 185,985 pairs from IEDB/IMGT. Regression. Given a peptide amino acid sequence and an MHC pseudo amino acid sequence, predict their binding affinity value. This is MHC class I binding data. (1) The peptide sequence is SVYVAPSL. The MHC is H-2-Kb with pseudo-sequence H-2-Kb. The binding affinity (normalized) is 0.750. (2) The peptide sequence is IQCAGSEEK. The MHC is HLA-A02:01 with pseudo-sequence HLA-A02:01. The binding affinity (normalized) is 0.0847. (3) The peptide sequence is REVGDTSSDL. The MHC is HLA-B40:02 with pseudo-sequence HLA-B40:02. The binding affinity (normalized) is 0.333. (4) The peptide sequence is RWRRRWQQ. The MHC is Mamu-B08 with pseudo-sequence Mamu-B08. The binding affinity (normalized) is 0.329. (5) The peptide sequence is RYQDPQNYEL. The MHC is HLA-A23:01 with pseudo-sequence HLA-A23:01. The binding affinity (normalized) is 0.554. (6) The peptide sequence is QMRAVGQPL. The binding affinity (normalized) is 0.0847. The MHC is HLA-B57:01 with pseudo-sequence HLA-B57:01. (7) The peptide sequence is STLERTSKASLER. The MHC is HLA-B45:01 with pseudo-sequence HLA-B45:01. The binding affinity (normalized) is 0. (8) The peptide sequence is EIKNRDKIV. The MHC is HLA-A02:06 with pseudo-sequence HLA-A02:06. The binding affinity (normalized) is 0.